From a dataset of Forward reaction prediction with 1.9M reactions from USPTO patents (1976-2016). Predict the product of the given reaction. Given the reactants [C:1](O)([C:3](F)(F)F)=[O:2].Br[C:9]1[CH:14]=[CH:13][C:12]([C:15]2[CH:16]=[N:17][C:18]3[N:19]([C:21]([C:24]4([C:27]5[CH:28]=[C:29]6[C:34](=[CH:35][CH:36]=5)[N:33]=[CH:32][CH:31]=[CH:30]6)[CH2:26][CH2:25]4)=[CH:22][N:23]=3)[CH:20]=2)=[CH:11][C:10]=1[F:37], predict the reaction product. The product is: [F:37][C:10]1[CH:11]=[C:12]([C:15]2[CH:16]=[N:17][C:18]3[N:19]([C:21]([C:24]4([C:27]5[CH:28]=[C:29]6[C:34](=[CH:35][CH:36]=5)[N:33]=[CH:32][CH:31]=[CH:30]6)[CH2:26][CH2:25]4)=[CH:22][N:23]=3)[CH:20]=2)[CH:13]=[CH:14][C:9]=1[C:15]1[CH:12]=[CH:11][C:3]([C:1]([N:19]([CH3:20])[CH3:18])=[O:2])=[N:17][CH:16]=1.